The task is: Predict the product of the given reaction.. This data is from Forward reaction prediction with 1.9M reactions from USPTO patents (1976-2016). Given the reactants [CH:1]1([C:4]2[NH:8][N:7]=[C:6]([NH:9][C:10]3[C:15]([N+:16]([O-])=O)=[CH:14][N:13]=[C:12]([NH:19][C@H:20]([C:22]4[CH:27]=[CH:26][C:25]([F:28])=[CH:24][N:23]=4)[CH3:21])[N:11]=3)[CH:5]=2)[CH2:3][CH2:2]1.[CH2:29](O)C.C(O)(=O)C.C(N)=N.C(OCC)(=O)C, predict the reaction product. The product is: [CH:1]1([C:4]2[NH:8][N:7]=[C:6]([N:9]3[CH:29]=[N:16][C:15]4[C:10]3=[N:11][C:12]([NH:19][C@H:20]([C:22]3[CH:27]=[CH:26][C:25]([F:28])=[CH:24][N:23]=3)[CH3:21])=[N:13][CH:14]=4)[CH:5]=2)[CH2:3][CH2:2]1.